The task is: Predict which catalyst facilitates the given reaction.. This data is from Catalyst prediction with 721,799 reactions and 888 catalyst types from USPTO. (1) Reactant: [NH2:1][C@H:2]([C:8]([OH:10])=[O:9])[CH2:3][CH2:4][C:5](=[O:7])[NH2:6].[F:11][C:12]1[CH:17]=[CH:16][CH:15]=[CH:14][C:13]=1[CH:18]=[CH:19][C:20](ON1C(=O)CCC1=O)=[O:21].C(=O)([O-])O.[Na+].O. Product: [F:11][C:12]1[CH:17]=[CH:16][CH:15]=[CH:14][C:13]=1[CH:18]=[CH:19][C:20]([NH:1][C@H:2]([C:8]([OH:10])=[O:9])[CH2:3][CH2:4][C:5](=[O:7])[NH2:6])=[O:21]. The catalyst class is: 12. (2) Reactant: CC1C=CC(S(O[CH2:12][C:13]2([OH:28])[C:17]3=[C:18]([F:27])[CH:19]=[N:20][C:21]4[CH:22]=[C:23]([Cl:26])[C:24](=[O:25])[N:15]([C:16]=43)[CH2:14]2)(=O)=O)=CC=1.[NH:29]1[CH2:34][CH2:33][CH:32]([NH:35][C:36](=[O:42])[O:37][C:38]([CH3:41])([CH3:40])[CH3:39])[CH2:31][CH2:30]1.[Na].O. Product: [Cl:26][C:23]1[C:24](=[O:25])[N:15]2[CH2:14][C:13]([CH2:12][N:29]3[CH2:30][CH2:31][CH:32]([NH:35][C:36](=[O:42])[O:37][C:38]([CH3:40])([CH3:39])[CH3:41])[CH2:33][CH2:34]3)([OH:28])[C:17]3=[C:18]([F:27])[CH:19]=[N:20][C:21]([CH:22]=1)=[C:16]23. The catalyst class is: 8. (3) The catalyst class is: 6. Reactant: [Cl:1][C:2]1[CH:3]=[C:4]([C:8](=O)[CH2:9][NH:10][C:11]([CH:13]2[O:18][CH2:17][CH2:16][N:15]([CH2:19][C:20]3[CH:25]=[CH:24][CH:23]=[CH:22][CH:21]=3)[CH2:14]2)=O)[CH:5]=[CH:6][CH:7]=1.FC(F)(F)C([O-])=O.[NH4+:34]. Product: [Cl:1][C:2]1[CH:3]=[C:4]([C:8]2[N:34]=[C:11]([CH:13]3[O:18][CH2:17][CH2:16][N:15]([CH2:19][C:20]4[CH:25]=[CH:24][CH:23]=[CH:22][CH:21]=4)[CH2:14]3)[NH:10][CH:9]=2)[CH:5]=[CH:6][CH:7]=1. (4) Reactant: [CH3:1][O:2][C:3](=[O:18])[C:4]1[CH:9]=[CH:8][C:7]([OH:10])=[CH:6][C:5]=1[O:11][CH2:12][CH2:13][CH2:14][CH2:15][O:16][CH3:17].Cl[CH2:20][CH2:21][N:22]1[CH2:27][CH2:26][O:25][CH2:24][CH2:23]1.C(=O)([O-])[O-].[Cs+].[Cs+]. Product: [CH3:1][O:2][C:3](=[O:18])[C:4]1[CH:9]=[CH:8][C:7]([O:10][CH2:20][CH2:21][N:22]2[CH2:27][CH2:26][O:25][CH2:24][CH2:23]2)=[CH:6][C:5]=1[O:11][CH2:12][CH2:13][CH2:14][CH2:15][O:16][CH3:17]. The catalyst class is: 21. (5) Reactant: [F:1][C:2]([F:34])([F:33])[C:3]1[CH:28]=[C:27]([C:29]([F:32])([F:31])[F:30])[CH:26]=[CH:25][C:4]=1[CH2:5][O:6][C:7]1[CH:12]=[CH:11][C:10](/[CH:13]=[C:14]2\[NH:15][C:16](=[O:22])[N:17]([CH2:20][CH3:21])[C:18]\2=[NH:19])=[CH:9][C:8]=1[O:23][CH3:24].Cl.[CH2:36](N)[C:37]1[CH:42]=[CH:41][CH:40]=[CH:39][CH:38]=1. Product: [CH2:36](/[N:19]=[C:18]1\[C:14](=[CH:13]\[C:10]2[CH:11]=[CH:12][C:7]([O:6][CH2:5][C:4]3[CH:25]=[CH:26][C:27]([C:29]([F:31])([F:30])[F:32])=[CH:28][C:3]=3[C:2]([F:1])([F:33])[F:34])=[C:8]([O:23][CH3:24])[CH:9]=2)\[NH:15][C:16](=[O:22])[N:17]\1[CH2:20][CH3:21])[C:37]1[CH:42]=[CH:41][CH:40]=[CH:39][CH:38]=1. The catalyst class is: 8. (6) Product: [CH3:1][O:2][C:3]([C:5]1[CH:10]=[CH:9][CH:8]=[CH:7][C:6]=1[NH:11][C:12]1[N:16]([C:17]2[CH:22]=[CH:21][CH:20]=[CH:19][CH:18]=2)[N:15]=[C:14]([CH3:23])[C:13]=1[Br:24])=[O:4]. Reactant: [CH3:1][O:2][C:3]([C:5]1[CH:10]=[CH:9][CH:8]=[CH:7][C:6]=1[NH:11][C:12]1[N:16]([C:17]2[CH:22]=[CH:21][CH:20]=[CH:19][CH:18]=2)[N:15]=[C:14]([CH3:23])[CH:13]=1)=[O:4].[Br:24]N1C(C)(C)C(=O)N(Br)C1=O. The catalyst class is: 4. (7) Reactant: [C:1]([OH:9])(=[O:8])[C:2]1[CH:7]=[CH:6][CH:5]=[CH:4][CH:3]=1.[C:10]([OH:18])(=[O:17])[C:11]1[CH:16]=[CH:15][CH:14]=[CH:13][CH:12]=1.[C:19]([OH:27])(=[O:26])[C:20]1[CH:25]=[CH:24][CH:23]=[CH:22][CH:21]=1.Br[C:29]1[CH:38]=[C:37]2[C:32]([CH:33]=[CH:34][N:35]([C@H:40]3[C@H:44]([OH:45])[C@H:43]([OH:46])[C@@H:42]([CH2:47][OH:48])[O:41]3)[C:36]2=[O:39])=[CH:31][CH:30]=1.B1([C:55]2[CH:60]=[CH:59][CH:58]=[N:57][CH:56]=2)OCCCO1.P([O-])([O-])([O-])=O.[K+].[K+].[K+]. Product: [C:1]([OH:9])(=[O:8])[C:2]1[CH:7]=[CH:6][CH:5]=[CH:4][CH:3]=1.[C:10]([OH:18])(=[O:17])[C:11]1[CH:16]=[CH:15][CH:14]=[CH:13][CH:12]=1.[C:19]([OH:27])(=[O:26])[C:20]1[CH:25]=[CH:24][CH:23]=[CH:22][CH:21]=1.[OH:45][C@@H:44]1[C@H:43]([OH:46])[C@@H:42]([CH2:47][OH:48])[O:41][C@H:40]1[N:35]1[CH:34]=[CH:33][C:32]2[C:37](=[CH:38][C:29]([C:55]3[CH:56]=[N:57][CH:58]=[CH:59][CH:60]=3)=[CH:30][CH:31]=2)[C:36]1=[O:39]. The catalyst class is: 57. (8) Reactant: [Cl:1][C:2]1[CH:3]=[CH:4][C:5]([N+:11]([O-:13])=[O:12])=[C:6]([CH:10]=1)[C:7]([OH:9])=[O:8].[CH2:14](OC(C1C(N)SC2=CC=CC=12)=O)C.S(Cl)(Cl)=O. Product: [CH3:14][O:8][C:7](=[O:9])[C:6]1[CH:10]=[C:2]([Cl:1])[CH:3]=[CH:4][C:5]=1[N+:11]([O-:13])=[O:12]. The catalyst class is: 5. (9) Reactant: [F:1][C:2]([F:19])([F:18])[C:3]([N:5]1[CH2:11][CH2:10][C:9]2[CH:12]=[C:13]([OH:16])[CH:14]=[CH:15][C:8]=2[C@H:7]([CH3:17])[CH2:6]1)=[O:4].C(N=P(N(C)C)(N(C)C)N(C)C)(C)(C)C.[CH2:35](Br)[C:36]1[CH:41]=[CH:40][CH:39]=[CH:38][CH:37]=1. Product: [F:19][C:2]([F:1])([F:18])[C:3]([N:5]1[CH2:11][CH2:10][C:9]2[CH:12]=[C:13]([O:16][CH2:35][C:36]3[CH:41]=[CH:40][CH:39]=[CH:38][CH:37]=3)[CH:14]=[CH:15][C:8]=2[C@H:7]([CH3:17])[CH2:6]1)=[O:4]. The catalyst class is: 46. (10) Reactant: [C:1]([O:5][C:6]([NH:8][C@@H:9]1[C:18]2[S:17][CH:16]=[N:15][C:14]=2/[C:13](=C/C(OC)=O)/[CH2:12][CH2:11][C@H:10]1[C:24]1[CH:29]=[CH:28][CH:27]=[C:26]([F:30])[C:25]=1[F:31])=[O:7])([CH3:4])([CH3:3])[CH3:2].[O:32]=[O+][O-]. Product: [F:31][C:25]1[C:26]([F:30])=[CH:27][CH:28]=[CH:29][C:24]=1[C@@H:10]1[CH2:11][CH2:12][C:13](=[O:32])[C:14]2[N:15]=[CH:16][S:17][C:18]=2[C@H:9]1[NH:8][C:6](=[O:7])[O:5][C:1]([CH3:3])([CH3:4])[CH3:2]. The catalyst class is: 2.